From a dataset of Reaction yield outcomes from USPTO patents with 853,638 reactions. Predict the reaction yield, written as a fraction of the theoretical maximum amount of product (1.0 means a 100% yield; for example, 0.34 means a 34% yield). (1) The reactants are [Cl:1][C:2]1[N:3]=[C:4]([N:11]2[CH2:16][CH2:15][O:14][CH2:13][CH2:12]2)[C:5]2[S:10][CH:9]=[CH:8][C:6]=2[N:7]=1.[Cl:17]N1C(=O)CCC1=O. The catalyst is CCCCCC.C1COCC1.CCOCC. The product is [Cl:1][C:2]1[N:3]=[C:4]([N:11]2[CH2:16][CH2:15][O:14][CH2:13][CH2:12]2)[C:5]2[S:10][C:9]([Cl:17])=[CH:8][C:6]=2[N:7]=1. The yield is 0.500. (2) The reactants are [Cl:1][C:2]1[CH:3]=[C:4]2[C:8](=[C:9]([Cl:11])[CH:10]=1)[NH:7][C:6]([C:12](Cl)=[O:13])=[CH:5]2.N1C=CC=CC=1.[CH:21]1[C:26]([NH2:27])=[CH:25][CH:24]=[C:23]([S:28]([NH:31][C:32]2[S:36][CH:35]=[CH:34][N:33]=2)(=[O:30])=[O:29])[CH:22]=1. The yield is 0.900. The product is [S:36]1[CH:35]=[CH:34][N:33]=[C:32]1[NH:31][S:28]([C:23]1[CH:22]=[CH:21][C:26]([NH:27][C:12]([C:6]2[NH:7][C:8]3[C:4]([CH:5]=2)=[CH:3][C:2]([Cl:1])=[CH:10][C:9]=3[Cl:11])=[O:13])=[CH:25][CH:24]=1)(=[O:30])=[O:29]. The catalyst is C(Cl)Cl. (3) The reactants are [CH:1]1([C:7]2[CH:8]=[CH:9][C:10]3[O:14][C:13](B(O)O)=[CH:12][C:11]=3[CH:18]=2)[CH2:6][CH2:5][CH2:4][CH2:3][CH2:2]1.Br[C:20]1[CH:27]=[CH:26][C:23]([CH:24]=[O:25])=[CH:22][CH:21]=1.C(N(CC)CC)C. The catalyst is C(O)C.C1C=CC(P(C2C=CC=CC=2)C2C=CC=CC=2)=CC=1.C1C=CC(P(C2C=CC=CC=2)C2C=CC=CC=2)=CC=1.Cl[Pd]Cl. The product is [CH:1]1([C:7]2[CH:8]=[CH:9][C:10]3[O:14][C:13]([C:20]4[CH:27]=[CH:26][C:23]([CH:24]=[O:25])=[CH:22][CH:21]=4)=[CH:12][C:11]=3[CH:18]=2)[CH2:6][CH2:5][CH2:4][CH2:3][CH2:2]1. The yield is 0.460. (4) The reactants are [C:1]12([NH2:11])[CH2:10][CH:5]3[CH2:6][CH:7]([CH2:9][CH:3]([CH2:4]3)[CH2:2]1)[CH2:8]2.[S:12]1[C:16]2[CH:17]=[CH:18][CH:19]=[CH:20][C:15]=2[N:14]=[C:13]1[CH:21]=O. No catalyst specified. The product is [C:1]12([NH:11][CH2:21][C:13]3[S:12][C:16]4[CH:17]=[CH:18][CH:19]=[CH:20][C:15]=4[N:14]=3)[CH2:8][CH:7]3[CH2:6][CH:5]([CH2:4][CH:3]([CH2:9]3)[CH2:2]1)[CH2:10]2. The yield is 0.690. (5) The reactants are N1C=CC=CC=1.Cl[C:8]([O:10][CH2:11][Cl:12])=[O:9].[CH2:13]([OH:19])[CH2:14][O:15][CH2:16][CH2:17][OH:18]. The catalyst is ClCCl. The product is [Cl:12][CH2:11][O:10][C:8]([O:19][CH2:13][CH2:14][O:15][CH2:16][CH2:17][O:18][C:8]([O:10][CH2:11][Cl:12])=[O:9])=[O:9]. The yield is 0.860.